Dataset: Full USPTO retrosynthesis dataset with 1.9M reactions from patents (1976-2016). Task: Predict the reactants needed to synthesize the given product. (1) Given the product [CH3:1][N:2]([CH3:16])[C:3]1([C:10]2[CH:15]=[CH:14][CH:13]=[CH:12][CH:11]=2)[CH2:8][CH2:7][CH:6]([NH:9][C:24]([NH:25][CH2:26][CH2:27][C:28]2[C:36]3[C:31](=[CH:32][CH:33]=[C:34]([F:37])[CH:35]=3)[NH:30][CH:29]=2)=[O:23])[CH2:5][CH2:4]1, predict the reactants needed to synthesize it. The reactants are: [CH3:1][N:2]([CH3:16])[C:3]1([C:10]2[CH:15]=[CH:14][CH:13]=[CH:12][CH:11]=2)[CH2:8][CH2:7][CH:6]([NH2:9])[CH2:5][CH2:4]1.C1([O:23][C:24](=O)[NH:25][CH2:26][CH2:27][C:28]2[C:36]3[C:31](=[CH:32][CH:33]=[C:34]([F:37])[CH:35]=3)[NH:30][CH:29]=2)C=CC=CC=1. (2) Given the product [CH2:30]([O:1][C:2]1[CH:3]=[C:4]([C:8]2[CH:13]=[CH:12][C:11]([CH2:14][NH:15][C:16](=[O:22])[O:17][C:18]([CH3:19])([CH3:21])[CH3:20])=[CH:10][CH:9]=2)[CH:5]=[CH:6][CH:7]=1)[CH2:31][CH3:32], predict the reactants needed to synthesize it. The reactants are: [OH:1][C:2]1[CH:3]=[C:4]([C:8]2[CH:13]=[CH:12][C:11]([CH2:14][NH:15][C:16](=[O:22])[O:17][C:18]([CH3:21])([CH3:20])[CH3:19])=[CH:10][CH:9]=2)[CH:5]=[CH:6][CH:7]=1.C(=O)([O-])[O-].[K+].[K+].Br[CH2:30][CH2:31][CH3:32].